This data is from Forward reaction prediction with 1.9M reactions from USPTO patents (1976-2016). The task is: Predict the product of the given reaction. (1) Given the reactants [OH:1][C@@H:2]1[CH2:22][C:21]2[C@:16]([CH3:24])([CH2:17][CH2:18][C:19](=[O:23])[CH:20]=2)[C@@H:15]2[C@@H:3]1[C@H:4]1[C@:12]([CH3:25])([CH2:13][CH2:14]2)[C@@H:7]([C@H:8]([CH3:11])[CH2:9][OH:10])[CH2:6][CH2:5]1.N1C=CN=C1.ClCCl.[C:34]([Si:38]([CH3:41])([CH3:40])Cl)([CH3:37])([CH3:36])[CH3:35], predict the reaction product. The product is: [Si:38]([O:10][CH2:9][C@@H:8]([CH3:11])[C@@H:7]1[C@:12]2([CH3:25])[C@H:4]([C@H:3]3[C@H:15]([CH2:14][CH2:13]2)[C@:16]2([CH3:24])[C:21](=[CH:20][C:19](=[O:23])[CH2:18][CH2:17]2)[CH2:22][C@H:2]3[OH:1])[CH2:5][CH2:6]1)([C:34]([CH3:37])([CH3:36])[CH3:35])([CH3:41])[CH3:40]. (2) The product is: [Cl:8][C:6]1[CH:5]=[C:4]([S:9]([NH:12][C:13]2[C:18]([OH:19])=[CH:17][C:16]([Cl:20])=[CH:15][N:14]=2)(=[O:11])=[O:10])[CH:3]=[CH:2][C:7]=1[Cl:21]. Given the reactants Cl[C:2]1[CH:3]=[C:4]([S:9]([NH:12][C:13]2[C:18]([OH:19])=[CH:17][C:16]([Cl:20])=[CH:15][N:14]=2)(=[O:11])=[O:10])[CH:5]=[C:6]([Cl:8])[CH:7]=1.[Cl:21]C1C=C(S(Cl)(=O)=O)C=CC=1Cl.ClC1C=C(S(Cl)(=O)=O)C=C(Cl)C=1, predict the reaction product. (3) The product is: [CH2:9]([O:11][C@@H:12]([CH2:17][C:18]1[CH:23]=[CH:22][C:21]([C:24]2[CH:28]=[C:27]([CH2:29][N:30]([C:1](=[O:7])[CH2:2][CH2:3][CH2:4][CH2:5][CH3:6])[CH3:31])[S:26][CH:25]=2)=[CH:20][CH:19]=1)[C:13]([O:15][CH3:16])=[O:14])[CH3:10]. Given the reactants [C:1](Cl)(=[O:7])[CH2:2][CH2:3][CH2:4][CH2:5][CH3:6].[CH2:9]([O:11][C@@H:12]([CH2:17][C:18]1[CH:23]=[CH:22][C:21]([C:24]2[CH:28]=[C:27]([CH2:29][NH:30][CH3:31])[S:26][CH:25]=2)=[CH:20][CH:19]=1)[C:13]([O:15][CH3:16])=[O:14])[CH3:10].C(N(CC)CC)C, predict the reaction product. (4) Given the reactants [CH3:1][C:2]1[C:10]2[C:9]([C:11]([O:13][CH2:14][CH3:15])=[O:12])=[CH:8][C:7](/[CH:16]=[CH:17]/[C:18]3[CH:23]=[CH:22][CH:21]=[CH:20][CH:19]=3)=[N:6][C:5]=2[N:4]([CH2:24][C:25]2[CH:30]=[CH:29][C:28]([O:31][C:32]3[CH:37]=[CH:36][CH:35]=[CH:34][CH:33]=3)=[CH:27][CH:26]=2)[N:3]=1, predict the reaction product. The product is: [CH3:1][C:2]1[C:10]2[C:9]([C:11]([O:13][CH2:14][CH3:15])=[O:12])=[CH:8][C:7]([CH2:16][CH2:17][C:18]3[CH:23]=[CH:22][CH:21]=[CH:20][CH:19]=3)=[N:6][C:5]=2[N:4]([CH2:24][C:25]2[CH:26]=[CH:27][C:28]([O:31][C:32]3[CH:37]=[CH:36][CH:35]=[CH:34][CH:33]=3)=[CH:29][CH:30]=2)[N:3]=1. (5) The product is: [CH3:1][N:2]1[CH2:3][CH2:4][N:5]([C:8]2[CH:14]=[CH:13][C:11]([NH:12][N:24]=[C:30]([C:29](=[O:34])[CH3:28])[C:31](=[O:33])[CH3:32])=[CH:10][CH:9]=2)[CH2:6][CH2:7]1. Given the reactants [CH3:1][N:2]1[CH2:7][CH2:6][N:5]([C:8]2[CH:14]=[CH:13][C:11]([NH2:12])=[CH:10][CH:9]=2)[CH2:4][CH2:3]1.P(=O)(O)(O)O.[N+]([O-])(O)=O.[N:24]([O-])=O.[Na+].[CH3:28][C:29](=[O:34])[CH2:30][C:31](=[O:33])[CH3:32].C([O-])(=O)C.[K+].C([O-])([O-])=O.[Na+].[Na+], predict the reaction product.